This data is from Reaction yield outcomes from USPTO patents with 853,638 reactions. The task is: Predict the reaction yield, written as a fraction of the theoretical maximum amount of product (1.0 means a 100% yield; for example, 0.34 means a 34% yield). (1) The reactants are [CH3:1][S:2](Cl)(=[O:4])=[O:3].[OH:6][CH:7]1[CH2:12][CH2:11][N:10]([C:13]([O:15][C:16]([CH3:19])([CH3:18])[CH3:17])=[O:14])[CH2:9][CH2:8]1.C(N(CC)CC)C. The catalyst is ClCCl. The product is [CH3:1][S:2]([O:6][CH:7]1[CH2:8][CH2:9][N:10]([C:13]([O:15][C:16]([CH3:19])([CH3:18])[CH3:17])=[O:14])[CH2:11][CH2:12]1)(=[O:4])=[O:3]. The yield is 0.990. (2) The reactants are Cl[CH2:2][CH2:3][CH2:4][N:5]1[CH:13]=[N:12][C:11]2[C:6]1=[N:7][CH:8]=[N:9][C:10]=2[NH2:14].[N-:15]=[N+:16]=[N-:17].[Na+]. The catalyst is CN(C=O)C. The product is [N:15]([CH2:2][CH2:3][CH2:4][N:5]1[CH:13]=[N:12][C:11]2[C:6]1=[N:7][CH:8]=[N:9][C:10]=2[NH2:14])=[N+:16]=[N-:17]. The yield is 0.810. (3) The reactants are [CH3:1][C:2]1[O:6][C:5]([C:7]2[CH:12]=[CH:11][CH:10]=[CH:9][CH:8]=2)=[N:4][C:3]=1[CH2:13][CH2:14][C:15]1[N:19]=[C:18]([CH2:20][O:21][C:22]2[CH:27]=[CH:26][CH:25]=[CH:24][C:23]=2[CH2:28][C:29]([O:31]C)=[O:30])[O:17][N:16]=1.O1CCCC1.[OH-].[Na+].Cl. The catalyst is O.CO. The product is [CH3:1][C:2]1[O:6][C:5]([C:7]2[CH:12]=[CH:11][CH:10]=[CH:9][CH:8]=2)=[N:4][C:3]=1[CH2:13][CH2:14][C:15]1[N:19]=[C:18]([CH2:20][O:21][C:22]2[CH:27]=[CH:26][CH:25]=[CH:24][C:23]=2[CH2:28][C:29]([OH:31])=[O:30])[O:17][N:16]=1. The yield is 0.760. (4) The reactants are CC[O-].[Na+].[CH2:5]([O:7][C:8](=[O:25])[C:9]([O:12][C:13]1[CH:18]=[CH:17][C:16]([S:19][C:20](=O)N(C)C)=[CH:15][CH:14]=1)([CH3:11])[CH3:10])[CH3:6].[CH3:26][C:27]1[O:31][C:30]([C:32]2[CH:37]=[CH:36][CH:35]=[CH:34][CH:33]=2)=[N:29][C:28]=1[CH2:38]COS(C1C=CC(C)=CC=1)(=O)=O. No catalyst specified. The product is [CH2:5]([O:7][C:8](=[O:25])[C:9]([CH3:10])([O:12][C:13]1[CH:14]=[CH:15][C:16]([S:19][CH2:20][CH2:38][C:28]2[N:29]=[C:30]([C:32]3[CH:37]=[CH:36][CH:35]=[CH:34][CH:33]=3)[O:31][C:27]=2[CH3:26])=[CH:17][CH:18]=1)[CH3:11])[CH3:6]. The yield is 0.170. (5) The reactants are [OH:1][C:2]1[CH:7]=[CH:6][C:5]([CH3:8])=[CH:4][C:3]=1[C:9](=O)[CH3:10].C(=O)([O-])[O-].[K+].[K+].[I-].[Na+].Cl[CH2:21][C:22]([N:24]([O:26][CH3:27])[CH3:25])=[O:23]. The catalyst is CN(C)C=O. The product is [CH3:27][O:26][N:24]([CH3:25])[C:22]([C:21]1[O:1][C:2]2[CH:7]=[CH:6][C:5]([CH3:8])=[CH:4][C:3]=2[C:9]=1[CH3:10])=[O:23]. The yield is 0.490. (6) The reactants are [Cl-].O[NH3+:3].[C:4](=[O:7])([O-])[OH:5].[Na+].CS(C)=O.[Si]([O:20][C:21]1([CH2:24][O:25][C@H:26]2[CH2:31][CH2:30][C@H:29]([N:32]3[C:37](=[O:38])[C:36]([CH2:39][C:40]4[CH:45]=[CH:44][C:43]([C:46]5[C:47]([C:52]#[N:53])=[CH:48][CH:49]=[CH:50][CH:51]=5)=[CH:42][CH:41]=4)=[C:35]([CH2:54][CH2:55][CH3:56])[N:34]4[N:57]=[CH:58][CH:59]=[C:33]34)[CH2:28][CH2:27]2)[CH2:23][CH2:22]1)(C(C)(C)C)(C)C. The catalyst is C(OCC)(=O)C. The product is [OH:20][C:21]1([CH2:24][O:25][C@H:26]2[CH2:31][CH2:30][C@H:29]([N:32]3[C:37](=[O:38])[C:36]([CH2:39][C:40]4[CH:45]=[CH:44][C:43]([C:46]5[CH:51]=[CH:50][CH:49]=[CH:48][C:47]=5[C:52]5[NH:53][C:4](=[O:7])[O:5][N:3]=5)=[CH:42][CH:41]=4)=[C:35]([CH2:54][CH2:55][CH3:56])[N:34]4[N:57]=[CH:58][CH:59]=[C:33]34)[CH2:28][CH2:27]2)[CH2:23][CH2:22]1. The yield is 0.440.